From a dataset of NCI-60 drug combinations with 297,098 pairs across 59 cell lines. Regression. Given two drug SMILES strings and cell line genomic features, predict the synergy score measuring deviation from expected non-interaction effect. (1) Drug 1: CN(C)N=NC1=C(NC=N1)C(=O)N. Drug 2: C(CCl)NC(=O)N(CCCl)N=O. Cell line: SK-OV-3. Synergy scores: CSS=8.11, Synergy_ZIP=-1.16, Synergy_Bliss=3.95, Synergy_Loewe=2.22, Synergy_HSA=2.65. (2) Drug 1: COC1=CC(=CC(=C1O)OC)C2C3C(COC3=O)C(C4=CC5=C(C=C24)OCO5)OC6C(C(C7C(O6)COC(O7)C8=CC=CS8)O)O. Drug 2: C1=NC2=C(N1)C(=S)N=C(N2)N. Cell line: UACC62. Synergy scores: CSS=36.5, Synergy_ZIP=-7.65, Synergy_Bliss=-2.46, Synergy_Loewe=1.02, Synergy_HSA=2.43. (3) Drug 1: C1CN(P(=O)(OC1)NCCCl)CCCl. Drug 2: CC12CCC3C(C1CCC2OP(=O)(O)O)CCC4=C3C=CC(=C4)OC(=O)N(CCCl)CCCl.[Na+]. Cell line: SF-295. Synergy scores: CSS=53.8, Synergy_ZIP=-0.739, Synergy_Bliss=0.556, Synergy_Loewe=-20.8, Synergy_HSA=-0.158. (4) Drug 1: CCCS(=O)(=O)NC1=C(C(=C(C=C1)F)C(=O)C2=CNC3=C2C=C(C=N3)C4=CC=C(C=C4)Cl)F. Drug 2: C1CC(=O)NC(=O)C1N2C(=O)C3=CC=CC=C3C2=O. Cell line: NCI-H226. Synergy scores: CSS=5.59, Synergy_ZIP=0.570, Synergy_Bliss=5.63, Synergy_Loewe=1.76, Synergy_HSA=3.11. (5) Drug 1: CCN(CC)CCNC(=O)C1=C(NC(=C1C)C=C2C3=C(C=CC(=C3)F)NC2=O)C. Drug 2: CC(C)NC(=O)C1=CC=C(C=C1)CNNC.Cl. Cell line: HCT-15. Synergy scores: CSS=-8.08, Synergy_ZIP=-0.104, Synergy_Bliss=-6.38, Synergy_Loewe=-8.14, Synergy_HSA=-8.74. (6) Drug 1: CC1C(C(CC(O1)OC2CC(OC(C2O)C)OC3=CC4=CC5=C(C(=O)C(C(C5)C(C(=O)C(C(C)O)O)OC)OC6CC(C(C(O6)C)O)OC7CC(C(C(O7)C)O)OC8CC(C(C(O8)C)O)(C)O)C(=C4C(=C3C)O)O)O)O. Drug 2: C1=CC=C(C(=C1)C(C2=CC=C(C=C2)Cl)C(Cl)Cl)Cl. Cell line: HCT116. Synergy scores: CSS=14.3, Synergy_ZIP=-0.802, Synergy_Bliss=2.42, Synergy_Loewe=-45.5, Synergy_HSA=-1.14. (7) Drug 1: COC1=NC(=NC2=C1N=CN2C3C(C(C(O3)CO)O)O)N. Drug 2: C1C(C(OC1N2C=NC(=NC2=O)N)CO)O. Cell line: HOP-92. Synergy scores: CSS=-4.68, Synergy_ZIP=6.20, Synergy_Bliss=7.60, Synergy_Loewe=-17.9, Synergy_HSA=-11.7.